This data is from Forward reaction prediction with 1.9M reactions from USPTO patents (1976-2016). The task is: Predict the product of the given reaction. (1) The product is: [I:33][C:15]1[C:13]2[N:14]=[C:9]([O:8][CH2:1][C:2]3[CH:3]=[CH:4][CH:5]=[CH:6][CH:7]=3)[N:10]=[C:11]([O:18][CH2:19][C:20]3[CH:25]=[CH:24][CH:23]=[CH:22][CH:21]=3)[C:12]=2[NH:17][CH:16]=1. Given the reactants [CH2:1]([O:8][C:9]1[N:10]=[C:11]([O:18][CH2:19][C:20]2[CH:25]=[CH:24][CH:23]=[CH:22][CH:21]=2)[C:12]2[NH:17][CH:16]=[CH:15][C:13]=2[N:14]=1)[C:2]1[CH:7]=[CH:6][CH:5]=[CH:4][CH:3]=1.C1C(=O)N([I:33])C(=O)C1, predict the reaction product. (2) Given the reactants [N+:1]([C:4]1[CH:5]=[CH:6][C:7]2[O:12][CH:11]([CH2:13][OH:14])[CH2:10][NH:9][C:8]=2[CH:15]=1)([O-])=O, predict the reaction product. The product is: [NH2:1][C:4]1[CH:5]=[CH:6][C:7]2[O:12][CH:11]([CH2:13][OH:14])[CH2:10][NH:9][C:8]=2[CH:15]=1. (3) The product is: [CH3:17][N:18]([CH3:19])[CH:2]([CH2:15][CH3:16])[C:3]([C:5]1[CH:10]=[CH:9][C:8]([NH:11][C:12](=[O:14])[CH3:13])=[CH:7][CH:6]=1)=[O:4]. Given the reactants Br[CH:2]([CH2:15][CH3:16])[C:3]([C:5]1[CH:10]=[CH:9][C:8]([NH:11][C:12](=[O:14])[CH3:13])=[CH:7][CH:6]=1)=[O:4].[CH3:17][NH:18][CH3:19].CCN(C(C)C)C(C)C, predict the reaction product. (4) Given the reactants CC(C[AlH]CC(C)C)C.[N:10]1([C:15]2[N:20]=[CH:19][C:18](/[CH:21]=[CH:22]/[CH:23]=[O:24])=[CH:17][CH:16]=2)[CH:14]=[CH:13][CH:12]=[N:11]1.CO.C(C(C(C([O-])=O)O)O)([O-])=O.[Na+].[K+], predict the reaction product. The product is: [N:10]1([C:15]2[N:20]=[CH:19][C:18](/[CH:21]=[CH:22]/[CH2:23][OH:24])=[CH:17][CH:16]=2)[CH:14]=[CH:13][CH:12]=[N:11]1. (5) Given the reactants [NH2:1][C:2]1[CH:7]=[C:6]([N+:8]([O-:10])=[O:9])[CH:5]=[CH:4][C:3]=1[OH:11].[C:12]1([CH2:18][C:19](Cl)=O)[CH:17]=[CH:16][CH:15]=[CH:14][CH:13]=1.[OH-].[Na+], predict the reaction product. The product is: [CH2:18]([C:19]1[O:11][C:3]2[CH:4]=[CH:5][C:6]([N+:8]([O-:10])=[O:9])=[CH:7][C:2]=2[N:1]=1)[C:12]1[CH:17]=[CH:16][CH:15]=[CH:14][CH:13]=1. (6) Given the reactants [CH3:1][C:2]1([CH3:40])[CH2:7][CH2:6][C:5]([C:8]2[CH:13]=[C:12]([CH2:14][CH2:15][S:16](=[O:21])(=[O:20])[N:17]([CH3:19])[CH3:18])[CH:11]=[CH:10][C:9]=2[NH:22][C:23]([C:25]2[N:26](COCC[Si](C)(C)C)[CH:27]=[C:28]([C:30]#[N:31])[N:29]=2)=[O:24])=[CH:4][CH2:3]1.CCO.C(O)(C(F)(F)F)=O.CO, predict the reaction product. The product is: [CH3:1][C:2]1([CH3:40])[CH2:7][CH2:6][C:5]([C:8]2[CH:13]=[C:12]([CH2:14][CH2:15][S:16](=[O:21])(=[O:20])[N:17]([CH3:19])[CH3:18])[CH:11]=[CH:10][C:9]=2[NH:22][C:23]([C:25]2[NH:26][CH:27]=[C:28]([C:30]#[N:31])[N:29]=2)=[O:24])=[CH:4][CH2:3]1.